The task is: Predict which catalyst facilitates the given reaction.. This data is from Catalyst prediction with 721,799 reactions and 888 catalyst types from USPTO. (1) Reactant: [CH3:1][NH2:2].[CH3:3][O:4][C:5]1[CH:21]=[CH:20][C:8]([CH2:9][O:10][C:11]2[CH:18]=[CH:17][C:14]([CH:15]=O)=[CH:13][C:12]=2[Br:19])=[CH:7][CH:6]=1.[BH4-].[Na+]. Product: [CH3:3][O:4][C:5]1[CH:21]=[CH:20][C:8]([CH2:9][O:10][C:11]2[CH:18]=[CH:17][C:14]([CH2:15][NH:2][CH3:1])=[CH:13][C:12]=2[Br:19])=[CH:7][CH:6]=1. The catalyst class is: 5. (2) Reactant: [C:1](Cl)(=[O:9])[O:2][C:3]1[CH:8]=[CH:7][CH:6]=[CH:5][CH:4]=1.[NH2:11][C:12]1[S:13][C:14]2[CH:20]=[C:19]([S:21][C:22]#[N:23])[CH:18]=[CH:17][C:15]=2[N:16]=1.C(=O)([O-])O.[Na+]. Product: [C:3]1([O:2][C:1](=[O:9])[NH:11][C:12]2[S:13][C:14]3[CH:20]=[C:19]([S:21][C:22]#[N:23])[CH:18]=[CH:17][C:15]=3[N:16]=2)[CH:8]=[CH:7][CH:6]=[CH:5][CH:4]=1. The catalyst class is: 30. (3) Reactant: [C:1]([OH:14])(=[O:13])[CH2:2][CH2:3][CH2:4][CH2:5][CH2:6][CH2:7][CH2:8][CH2:9][CH2:10][CH2:11][CH3:12].O=[CH:16][C@@H:17]([C@H:19]([C@@H:21](CO)O)O)O.[O:25]=[CH:26][C@@H:27]([C@H:29]([C@@H:31]([C@@H:33]([CH2:35][OH:36])[OH:34])[OH:32])[OH:30])[OH:28].C(Cl)(=O)CCCCCCCCCCCCCCC. Product: [C:1]([OH:14])(=[O:13])[CH2:2][CH2:3][CH2:4][CH2:5][CH2:6][CH2:7][CH2:8][CH2:9][CH2:10][CH2:11][CH2:12][CH2:16][CH2:17][CH2:19][CH3:21].[O:25]=[CH:26][C@@H:27]([C@H:29]([C@@H:31]([C@@H:33]([CH2:35][OH:36])[OH:34])[OH:32])[OH:30])[OH:28]. The catalyst class is: 2. (4) Reactant: [F:1][C:2]1[CH:40]=[CH:39][C:5]([C:6]([N:8]2[CH2:13][CH2:12][C:11]([CH2:15][N:16]3[C:21](=[O:22])[C:20]4[CH:23]=[CH:24][N:25]([CH:26]5[CH2:31][CH2:30][N:29](C(OC(C)(C)C)=O)[CH2:28][CH2:27]5)[C:19]=4[N:18]=[CH:17]3)([OH:14])[CH2:10][CH2:9]2)=[O:7])=[CH:4][CH:3]=1.[F:41][C:42]([F:47])([F:46])[C:43]([OH:45])=[O:44]. Product: [F:41][C:42]([F:47])([F:46])[C:43]([OH:45])=[O:44].[F:1][C:2]1[CH:40]=[CH:39][C:5]([C:6]([N:8]2[CH2:9][CH2:10][C:11]([CH2:15][N:16]3[C:21](=[O:22])[C:20]4[CH:23]=[CH:24][N:25]([CH:26]5[CH2:31][CH2:30][NH:29][CH2:28][CH2:27]5)[C:19]=4[N:18]=[CH:17]3)([OH:14])[CH2:12][CH2:13]2)=[O:7])=[CH:4][CH:3]=1. The catalyst class is: 4.